Dataset: Forward reaction prediction with 1.9M reactions from USPTO patents (1976-2016). Task: Predict the product of the given reaction. (1) Given the reactants [N+:1]([C:4]1[CH:9]=[CH:8][C:7]([N:10]2[CH2:15][CH2:14][CH:13]([C:16]3[O:20][C:19](=[O:21])[NH:18][N:17]=3)[CH2:12][CH2:11]2)=[CH:6][CH:5]=1)([O-:3])=[O:2].[C:22]1([CH2:28]Br)[CH:27]=[CH:26][CH:25]=[CH:24][CH:23]=1.C([O-])([O-])=O.[K+].[K+], predict the reaction product. The product is: [CH2:28]([N:18]1[N:17]=[C:16]([CH:13]2[CH2:14][CH2:15][N:10]([C:7]3[CH:6]=[CH:5][C:4]([N+:1]([O-:3])=[O:2])=[CH:9][CH:8]=3)[CH2:11][CH2:12]2)[O:20][C:19]1=[O:21])[C:22]1[CH:27]=[CH:26][CH:25]=[CH:24][CH:23]=1. (2) Given the reactants Cl.Cl.[Cl:3][C:4]1[CH:9]=[CH:8][C:7]([NH:10][C:11]([C:13]2[CH:14]=[C:15]3[C:19](=[CH:20][CH:21]=2)[CH2:18][NH:17][CH2:16]3)=[O:12])=[C:6]([N:22]2[CH2:27][CH2:26][N:25]([CH2:28][CH2:29][C:30]([F:33])([F:32])[F:31])[CH2:24][CH2:23]2)[CH:5]=1.[CH3:34][S:35]([CH:38]=[CH2:39])(=[O:37])=[O:36], predict the reaction product. The product is: [Cl:3][C:4]1[CH:9]=[CH:8][C:7]([NH:10][C:11]([C:13]2[CH:14]=[C:15]3[C:19](=[CH:20][CH:21]=2)[CH2:18][N:17]([CH2:39][CH2:38][S:35]([CH3:34])(=[O:37])=[O:36])[CH2:16]3)=[O:12])=[C:6]([N:22]2[CH2:23][CH2:24][N:25]([CH2:28][CH2:29][C:30]([F:33])([F:31])[F:32])[CH2:26][CH2:27]2)[CH:5]=1. (3) Given the reactants [CH2:1]([O:8][C@H:9]1[C@H:14]([O:15][CH2:16][C:17]2[CH:22]=[CH:21][CH:20]=[CH:19][CH:18]=2)[C@@H:13]([O:23][CH2:24][C:25]2[CH:30]=[CH:29][CH:28]=[CH:27][CH:26]=2)[CH:12]([C:31]2[CH:39]=[C:38]([CH2:40][C:41]3[CH:46]=[CH:45][C:44]([O:47][CH3:48])=[CH:43][CH:42]=3)[C:37](Br)=[C:36]3[C:32]=2[CH2:33][CH2:34][CH2:35]3)[O:11][C@@H:10]1[CH2:50][O:51][CH2:52][C:53]1[CH:58]=[CH:57][CH:56]=[CH:55][CH:54]=1)[C:2]1[CH:7]=[CH:6][CH:5]=[CH:4][CH:3]=1.[Li]CCCC.C1C=CC(S(N(S(C2C=CC=CC=2)(=O)=O)[F:74])(=O)=O)=CC=1, predict the reaction product. The product is: [CH2:1]([O:8][C@H:9]1[C@H:14]([O:15][CH2:16][C:17]2[CH:22]=[CH:21][CH:20]=[CH:19][CH:18]=2)[C@@H:13]([O:23][CH2:24][C:25]2[CH:30]=[CH:29][CH:28]=[CH:27][CH:26]=2)[CH:12]([C:31]2[CH:39]=[C:38]([CH2:40][C:41]3[CH:46]=[CH:45][C:44]([O:47][CH3:48])=[CH:43][CH:42]=3)[C:37]([F:74])=[C:36]3[C:32]=2[CH2:33][CH2:34][CH2:35]3)[O:11][C@@H:10]1[CH2:50][O:51][CH2:52][C:53]1[CH:58]=[CH:57][CH:56]=[CH:55][CH:54]=1)[C:2]1[CH:7]=[CH:6][CH:5]=[CH:4][CH:3]=1. (4) Given the reactants [F:1][C:2]1[CH:9]=[C:8]([O:10][CH3:11])[C:7]([O:12][CH3:13])=[CH:6][C:3]=1[CH:4]=O.[NH2:14][C:15]1[CH:22]=[CH:21][C:18]([C:19]#[N:20])=[CH:17][C:16]=1[F:23].C(S([O-])(=O)=O)(F)(F)F.C(S([O-])(=O)=O)(F)(F)F.C(S([O-])(=O)=O)(F)(F)F.[Yb+3].C[Si]([C:53]#[N:54])(C)C, predict the reaction product. The product is: [C:53]([CH:4]([NH:14][C:15]1[CH:22]=[CH:21][C:18]([C:19]#[N:20])=[CH:17][C:16]=1[F:23])[C:3]1[CH:6]=[C:7]([O:12][CH3:13])[C:8]([O:10][CH3:11])=[CH:9][C:2]=1[F:1])#[N:54]. (5) Given the reactants [N+:1]([C:4]1[CH:5]=[C:6]([CH:31]=[CH:32][CH:33]=1)[CH2:7][N:8]1[C:12]2[N:13]=[C:14]([NH2:30])[N:15]=[C:16]([C:17]3[N:21](COCC[Si](C)(C)C)[N:20]=[CH:19][CH:18]=3)[C:11]=2[N:10]=[N:9]1)([O-:3])=[O:2].[ClH:34], predict the reaction product. The product is: [ClH:34].[N+:1]([C:4]1[CH:5]=[C:6]([CH:31]=[CH:32][CH:33]=1)[CH2:7][N:8]1[C:12]2[N:13]=[C:14]([NH2:30])[N:15]=[C:16]([C:17]3[CH:18]=[CH:19][NH:20][N:21]=3)[C:11]=2[N:10]=[N:9]1)([O-:3])=[O:2].